Dataset: Full USPTO retrosynthesis dataset with 1.9M reactions from patents (1976-2016). Task: Predict the reactants needed to synthesize the given product. Given the product [Br:20][C:21]1[CH:22]=[C:23]2[C:9]([C:6]3[CH:7]=[CH:8][C:3]([O:2][CH3:1])=[CH:4][CH:5]=3)=[C:10]([C:11]3[CH:16]=[CH:15][C:14]([O:17][CH3:18])=[CH:13][CH:12]=3)[NH:27][C:24]2=[N:25][CH:26]=1, predict the reactants needed to synthesize it. The reactants are: [CH3:1][O:2][C:3]1[CH:8]=[CH:7][C:6]([C:9](=O)[CH2:10][C:11]2[CH:16]=[CH:15][C:14]([O:17][CH3:18])=[CH:13][CH:12]=2)=[CH:5][CH:4]=1.[Br:20][C:21]1[CH:22]=[CH:23][C:24]([NH:27]N)=[N:25][CH:26]=1.